Dataset: Buchwald-Hartwig C-N cross coupling reaction yields with 55,370 reactions. Task: Predict the reaction yield, written as a fraction of the theoretical maximum amount of product (1.0 means a 100% yield; for example, 0.34 means a 34% yield). (1) The reactants are COc1ccc(Cl)cc1.Cc1ccc(N)cc1.O=S(=O)(O[Pd]1c2ccccc2-c2ccccc2N~1)C(F)(F)F.COc1ccc(OC)c(P(C(C)(C)C)C(C)(C)C)c1-c1c(C(C)C)cc(C(C)C)cc1C(C)C.CN(C)C(=NC(C)(C)C)N(C)C.c1ccc2nocc2c1. The product is COc1ccc(Nc2ccc(C)cc2)cc1. The yield is 0. No catalyst specified. (2) The reactants are Brc1ccccn1.Cc1ccc(N)cc1.O=S(=O)(O[Pd]1c2ccccc2-c2ccccc2N~1)C(F)(F)F.CC(C)c1cc(C(C)C)c(-c2ccccc2P(C(C)(C)C)C(C)(C)C)c(C(C)C)c1.CCN=P(N=P(N(C)C)(N(C)C)N(C)C)(N(C)C)N(C)C.CCOC(=O)c1cc(OC)no1. No catalyst specified. The product is Cc1ccc(Nc2ccccn2)cc1. The yield is 0.703. (3) The reactants are CCc1ccc(Cl)cc1.Cc1ccc(N)cc1.O=S(=O)(O[Pd]1c2ccccc2-c2ccccc2N~1)C(F)(F)F.CC(C)c1cc(C(C)C)c(-c2ccccc2P(C(C)(C)C)C(C)(C)C)c(C(C)C)c1.CCN=P(N=P(N(C)C)(N(C)C)N(C)C)(N(C)C)N(C)C.CCOC(=O)c1cc(C)on1. No catalyst specified. The product is CCc1ccc(Nc2ccc(C)cc2)cc1. The yield is 0.0342. (4) The reactants are Ic1ccccn1.Cc1ccc(N)cc1.O=S(=O)(O[Pd]1c2ccccc2-c2ccccc2N~1)C(F)(F)F.CC(C)c1cc(C(C)C)c(-c2ccccc2P(C(C)(C)C)C(C)(C)C)c(C(C)C)c1.CN(C)C(=NC(C)(C)C)N(C)C.COC(=O)c1cc(-c2ccco2)on1. No catalyst specified. The product is Cc1ccc(Nc2ccccn2)cc1. The yield is 0.597. (5) The reactants are COc1ccc(Br)cc1.Cc1ccc(N)cc1.O=S(=O)(O[Pd]1c2ccccc2-c2ccccc2N~1)C(F)(F)F.CC(C)c1cc(C(C)C)c(-c2ccccc2P(C2CCCCC2)C2CCCCC2)c(C(C)C)c1.CN(C)C(=NC(C)(C)C)N(C)C.COC(=O)c1ccno1. No catalyst specified. The product is COc1ccc(Nc2ccc(C)cc2)cc1. The yield is 0.00665. (6) The reactants are FC(F)(F)c1ccc(Cl)cc1.Cc1ccc(N)cc1.O=S(=O)(O[Pd]1c2ccccc2-c2ccccc2N~1)C(F)(F)F.CC(C)c1cc(C(C)C)c(-c2ccccc2P(C(C)(C)C)C(C)(C)C)c(C(C)C)c1.CN(C)C(=NC(C)(C)C)N(C)C.Cc1cc(-n2cccc2)no1. No catalyst specified. The product is Cc1ccc(Nc2ccc(C(F)(F)F)cc2)cc1. The yield is 0.341. (7) The reactants are CCc1ccc(I)cc1.Cc1ccc(N)cc1.O=S(=O)(O[Pd]1c2ccccc2-c2ccccc2N~1)C(F)(F)F.COc1ccc(OC)c(P(C(C)(C)C)C(C)(C)C)c1-c1c(C(C)C)cc(C(C)C)cc1C(C)C.CN1CCCN2CCCN=C12.c1ccc2oncc2c1. No catalyst specified. The product is CCc1ccc(Nc2ccc(C)cc2)cc1. The yield is 0.691. (8) The product is Cc1ccc(Nc2ccc(C(F)(F)F)cc2)cc1. The yield is 0.0198. No catalyst specified. The reactants are FC(F)(F)c1ccc(Br)cc1.Cc1ccc(N)cc1.O=S(=O)(O[Pd]1c2ccccc2-c2ccccc2N~1)C(F)(F)F.COc1ccc(OC)c(P(C(C)(C)C)C(C)(C)C)c1-c1c(C(C)C)cc(C(C)C)cc1C(C)C.CCN=P(N=P(N(C)C)(N(C)C)N(C)C)(N(C)C)N(C)C.Cc1ccno1. (9) The reactants are CCc1ccc(Cl)cc1.Cc1ccc(N)cc1.O=S(=O)(O[Pd]1c2ccccc2-c2ccccc2N~1)C(F)(F)F.COc1ccc(OC)c(P(C(C)(C)C)C(C)(C)C)c1-c1c(C(C)C)cc(C(C)C)cc1C(C)C.CN1CCCN2CCCN=C12.CCOC(=O)c1cc(C)no1. No catalyst specified. The product is CCc1ccc(Nc2ccc(C)cc2)cc1. The yield is 0. (10) The reactants are Clc1ccccn1.Cc1ccc(N)cc1.O=S(=O)(O[Pd]1c2ccccc2-c2ccccc2N~1)C(F)(F)F.COc1ccc(OC)c(P(C(C)(C)C)C(C)(C)C)c1-c1c(C(C)C)cc(C(C)C)cc1C(C)C.CN1CCCN2CCCN=C12.Cc1ccon1. No catalyst specified. The product is Cc1ccc(Nc2ccccn2)cc1. The yield is 0.878.